From a dataset of Full USPTO retrosynthesis dataset with 1.9M reactions from patents (1976-2016). Predict the reactants needed to synthesize the given product. (1) Given the product [CH3:14][O:12][C:11]([C:3]1[C:2]([Br:1])=[CH:7][N:6]=[C:5]([CH2:8][O:9][CH3:10])[N:4]=1)=[O:13], predict the reactants needed to synthesize it. The reactants are: [Br:1][C:2]1[C:3]([C:11]([OH:13])=[O:12])=[N:4][C:5]([CH2:8][O:9][CH3:10])=[N:6][CH:7]=1.[C:14]([O-])([O-])=O.[Cs+].[Cs+].CI. (2) Given the product [C:1]([O:5][C:6](=[O:29])[CH2:7][O:8][CH2:9][CH2:10][O:11][CH2:12][CH2:13][O:14][CH2:15][CH2:16][O:17][CH2:18][CH2:19][O:20][CH2:21][CH2:22][O:23][CH2:24][CH2:25][NH2:26])([CH3:4])([CH3:2])[CH3:3], predict the reactants needed to synthesize it. The reactants are: [C:1]([O:5][C:6](=[O:29])[CH2:7][O:8][CH2:9][CH2:10][O:11][CH2:12][CH2:13][O:14][CH2:15][CH2:16][O:17][CH2:18][CH2:19][O:20][CH2:21][CH2:22][O:23][CH2:24][CH2:25][N:26]=[N+]=[N-])([CH3:4])([CH3:3])[CH3:2].C(O)(=O)C. (3) Given the product [F:9][C:8]([F:11])([F:10])[C:5]1[CH:6]=[CH:7][C:2]([C:14]#[C:13][CH2:12][OH:15])=[CH:3][CH:4]=1, predict the reactants needed to synthesize it. The reactants are: Br[C:2]1[CH:7]=[CH:6][C:5]([C:8]([F:11])([F:10])[F:9])=[CH:4][CH:3]=1.[CH2:12]([OH:15])[C:13]#[CH:14]. (4) Given the product [CH3:24][C@H:10]1[CH2:9][NH:8][C@H:13]([CH3:14])[CH2:12][N:11]1[C:15]1[CH:22]=[CH:21][C:18]([C:19]#[N:20])=[C:17]([CH3:23])[CH:16]=1, predict the reactants needed to synthesize it. The reactants are: C([N:8]1[C@H:13]([CH3:14])[CH2:12][N:11]([C:15]2[CH:22]=[CH:21][C:18]([C:19]#[N:20])=[C:17]([CH3:23])[CH:16]=2)[C@@H:10]([CH3:24])[CH2:9]1)C1C=CC=CC=1.C(Cl)(=O)OC(Cl)C. (5) Given the product [CH:22]([C:25]1[CH:30]=[CH:29][C:28]([N:31]2[C:5]([C:7]3[CH:17]=[CH:16][C:10]4[O:11][CH2:12][C:13](=[O:15])[NH:14][C:9]=4[CH:8]=3)=[CH:4][C:3]([C:2]([F:20])([F:19])[F:1])=[N:32]2)=[CH:27][CH:26]=1)([CH3:24])[CH3:23], predict the reactants needed to synthesize it. The reactants are: [F:1][C:2]([F:20])([F:19])[C:3](O)=[CH:4][C:5]([C:7]1[CH:17]=[CH:16][C:10]2[O:11][CH2:12][C:13](=[O:15])[NH:14][C:9]=2[CH:8]=1)=O.Cl.[CH:22]([C:25]1[CH:30]=[CH:29][C:28]([NH:31][NH2:32])=[CH:27][CH:26]=1)([CH3:24])[CH3:23]. (6) Given the product [CH2:25]([O:29][C:30]1[CH:31]=[CH:32][C:33]([CH2:34][C:35]2([NH:38][CH2:21][CH:20]([C:12]3[C:13]4[O:18][CH2:17][C:16](=[O:19])[NH:15][C:14]=4[C:9]([OH:8])=[CH:10][CH:11]=3)[OH:24])[CH2:37][CH2:36]2)=[CH:39][CH:40]=1)[CH2:26][CH2:27][CH3:28], predict the reactants needed to synthesize it. The reactants are: C([O:8][C:9]1[C:14]2[NH:15][C:16](=[O:19])[CH2:17][O:18][C:13]=2[C:12]([C:20](=[O:24])[CH:21](O)O)=[CH:11][CH:10]=1)C1C=CC=CC=1.[CH2:25]([O:29][C:30]1[CH:40]=[CH:39][C:33]([CH2:34][C:35]2([NH2:38])[CH2:37][CH2:36]2)=[CH:32][CH:31]=1)[CH2:26][CH2:27][CH3:28].FC(F)(F)C([O-])=O. (7) Given the product [F:11][C:9]1[CH:8]=[CH:7][C:5]2[N:6]=[C:2]([NH:12][C:13]3[CH:18]=[CH:17][C:16]([OH:19])=[CH:15][CH:14]=3)[S:3][C:4]=2[CH:10]=1, predict the reactants needed to synthesize it. The reactants are: Cl[C:2]1[S:3][C:4]2[CH:10]=[C:9]([F:11])[CH:8]=[CH:7][C:5]=2[N:6]=1.[NH2:12][C:13]1[CH:18]=[CH:17][C:16]([OH:19])=[CH:15][CH:14]=1. (8) Given the product [F:14][C:11]([F:12])([F:13])[C:8]1[CH:9]=[CH:10][C:5]([C:3]2[N:4]=[C:26]([C:17]3[C:18]4[C:23](=[CH:22][CH:21]=[CH:20][CH:19]=4)[CH:24]=[CH:25][C:16]=3[OH:15])[O:1][N:2]=2)=[N:6][CH:7]=1, predict the reactants needed to synthesize it. The reactants are: [OH:1][NH:2][C:3]([C:5]1[CH:10]=[CH:9][C:8]([C:11]([F:14])([F:13])[F:12])=[CH:7][N:6]=1)=[NH:4].[OH:15][C:16]1[CH:25]=[CH:24][C:23]2[C:18](=[CH:19][CH:20]=[CH:21][CH:22]=2)[C:17]=1[C:26](O)=O.